This data is from Retrosynthesis with 50K atom-mapped reactions and 10 reaction types from USPTO. The task is: Predict the reactants needed to synthesize the given product. Given the product c1ccc(CSC[C@@H]2CCNC2)cc1, predict the reactants needed to synthesize it. The reactants are: CC(C)(C)OC(=O)N1CC[C@@H](CSCc2ccccc2)C1.